Dataset: Catalyst prediction with 721,799 reactions and 888 catalyst types from USPTO. Task: Predict which catalyst facilitates the given reaction. (1) Product: [F:1][C:2]1[CH:32]=[CH:31][C:5]([C:6]([NH:8][C:9]2[CH:10]=[CH:11][C:12]([CH:15]3[C:24]([CH3:26])([CH3:25])[CH2:23][C:22]4[C:17](=[CH:18][CH:19]=[C:20]([C:27]([OH:29])=[O:28])[CH:21]=4)[NH:16]3)=[CH:13][CH:14]=2)=[O:7])=[CH:4][CH:3]=1. The catalyst class is: 24. Reactant: [F:1][C:2]1[CH:32]=[CH:31][C:5]([C:6]([NH:8][C:9]2[CH:14]=[CH:13][C:12]([CH:15]3[C:24]([CH3:26])([CH3:25])[CH2:23][C:22]4[C:17](=[CH:18][CH:19]=[C:20]([C:27]([O:29]C)=[O:28])[CH:21]=4)[NH:16]3)=[CH:11][CH:10]=2)=[O:7])=[CH:4][CH:3]=1.[OH-].[Na+]. (2) Reactant: [Cl:1][C:2]1[S:3][CH:4]=[CH:5][N:6]=1.[Cl:7][C:8]1[CH:13]=[CH:12][CH:11]=[C:10]([CH3:14])[C:9]=1[N:15]=[C:16]=[O:17].C([Li])CCC. Product: [Cl:1][C:2]1[S:3][C:4]([C:16]([NH:15][C:9]2[C:10]([CH3:14])=[CH:11][CH:12]=[CH:13][C:8]=2[Cl:7])=[O:17])=[CH:5][N:6]=1. The catalyst class is: 7. (3) Reactant: [I:1][C:2]1[CH:6]=[C:5]([CH:7]2[CH2:11][CH2:10][O:9][CH2:8]2)[NH:4][N:3]=1.Br[CH:13]1[CH2:16][C:15](=[O:17])[CH2:14]1.C(=O)([O-])[O-].[K+].[K+].C(OCC)(=O)C. Product: [I:1][C:2]1[CH:6]=[C:5]([CH:7]2[CH2:11][CH2:10][O:9][CH2:8]2)[N:4]([CH:13]2[CH2:16][C:15](=[O:17])[CH2:14]2)[N:3]=1. The catalyst class is: 9. (4) Reactant: [N:1]1[CH:6]=[CH:5][CH:4]=[CH:3][C:2]=1[C:7]1[CH:8]=[N:9][NH:10][C:11]=1[NH2:12].[Cl:13][C:14]1[CH:15]=[C:16]([C:21](=O)[CH2:22][C:23](OC)=[O:24])[CH:17]=[CH:18][C:19]=1[Cl:20]. Product: [Cl:13][C:14]1[CH:15]=[C:16]([C:21]2[NH:12][C:11]3[N:10]([N:9]=[CH:8][C:7]=3[C:2]3[CH:3]=[CH:4][CH:5]=[CH:6][N:1]=3)[C:23](=[O:24])[CH:22]=2)[CH:17]=[CH:18][C:19]=1[Cl:20]. The catalyst class is: 15. (5) Reactant: C[O:2][C:3](=[O:44])[CH:4]([NH:28][C:29](=[O:43])[CH:30]([CH2:38][S:39]C(=O)C)[CH2:31][C:32]1[CH:37]=[CH:36][CH:35]=[CH:34][CH:33]=1)[CH2:5][C:6]1[CH:11]=[CH:10][C:9]([NH:12][C:13](=[O:27])[CH2:14][CH2:15][CH:16]([NH2:26])[C:17]([N:19]2[CH2:23][CH2:22][CH2:21][CH:20]2[C:24]#[N:25])=[O:18])=[CH:8][CH:7]=1.[Li+].[OH-]. Product: [NH2:26][CH:16]([C:17]([N:19]1[CH2:23][CH2:22][CH2:21][CH:20]1[C:24]#[N:25])=[O:18])[CH2:15][CH2:14][C:13]([NH:12][C:9]1[CH:10]=[CH:11][C:6]([CH2:5][CH:4]([NH:28][C:29](=[O:43])[CH:30]([CH2:38][SH:39])[CH2:31][C:32]2[CH:33]=[CH:34][CH:35]=[CH:36][CH:37]=2)[C:3]([OH:44])=[O:2])=[CH:7][CH:8]=1)=[O:27]. The catalyst class is: 1.